From a dataset of NCI-60 drug combinations with 297,098 pairs across 59 cell lines. Regression. Given two drug SMILES strings and cell line genomic features, predict the synergy score measuring deviation from expected non-interaction effect. (1) Drug 1: CC1=CC=C(C=C1)C2=CC(=NN2C3=CC=C(C=C3)S(=O)(=O)N)C(F)(F)F. Drug 2: CC1C(C(CC(O1)OC2CC(OC(C2O)C)OC3=CC4=CC5=C(C(=O)C(C(C5)C(C(=O)C(C(C)O)O)OC)OC6CC(C(C(O6)C)O)OC7CC(C(C(O7)C)O)OC8CC(C(C(O8)C)O)(C)O)C(=C4C(=C3C)O)O)O)O. Cell line: SNB-75. Synergy scores: CSS=38.1, Synergy_ZIP=0.243, Synergy_Bliss=0.0350, Synergy_Loewe=-40.6, Synergy_HSA=-0.278. (2) Drug 1: CC1=C(C(=CC=C1)Cl)NC(=O)C2=CN=C(S2)NC3=CC(=NC(=N3)C)N4CCN(CC4)CCO. Drug 2: CC1(CCCN1)C2=NC3=C(C=CC=C3N2)C(=O)N. Cell line: NCI-H460. Synergy scores: CSS=1.45, Synergy_ZIP=-2.86, Synergy_Bliss=-5.22, Synergy_Loewe=-3.07, Synergy_HSA=-2.97. (3) Drug 1: CC1=C2C(C(=O)C3(C(CC4C(C3C(C(C2(C)C)(CC1OC(=O)C(C(C5=CC=CC=C5)NC(=O)OC(C)(C)C)O)O)OC(=O)C6=CC=CC=C6)(CO4)OC(=O)C)OC)C)OC. Drug 2: CC1C(C(CC(O1)OC2CC(CC3=C2C(=C4C(=C3O)C(=O)C5=CC=CC=C5C4=O)O)(C(=O)C)O)N)O. Cell line: HCT-15. Synergy scores: CSS=44.0, Synergy_ZIP=-6.36, Synergy_Bliss=-7.49, Synergy_Loewe=-1.33, Synergy_HSA=-0.188.